This data is from Catalyst prediction with 721,799 reactions and 888 catalyst types from USPTO. The task is: Predict which catalyst facilitates the given reaction. Reactant: [OH:1][C:2]1[CH:7]=[C:6]([OH:8])[C:5]([CH:9]([CH3:11])[CH3:10])=[CH:4][C:3]=1[C:12]1[O:16][N:15]=[C:14]([C:17]([NH:19][CH2:20][CH3:21])=[O:18])[C:13]=1[C:22]1[N:26]=[C:25]([CH3:27])[O:24][N:23]=1.C(N(CC)CC)C.[C:35](OC(=O)C)(=[O:37])[CH3:36].[C:42](OCC)(=[O:44])[CH3:43]. Product: [C:35]([O:8][C:6]1[C:5]([CH:9]([CH3:10])[CH3:11])=[CH:4][C:3]([C:12]2[O:16][N:15]=[C:14]([C:17](=[O:18])[NH:19][CH2:20][CH3:21])[C:13]=2[C:22]2[N:26]=[C:25]([CH3:27])[O:24][N:23]=2)=[C:2]([O:1][C:42](=[O:44])[CH3:43])[CH:7]=1)(=[O:37])[CH3:36]. The catalyst class is: 527.